This data is from Full USPTO retrosynthesis dataset with 1.9M reactions from patents (1976-2016). The task is: Predict the reactants needed to synthesize the given product. (1) Given the product [NH:29]1[CH:33]=[C:32]([C:2]2[C:3]3[CH:10]=[CH:9][N:8]([CH2:11][O:12][CH2:13][CH2:14][Si:15]([CH3:18])([CH3:17])[CH3:16])[C:4]=3[N:5]=[CH:6][N:7]=2)[CH:31]=[N:30]1, predict the reactants needed to synthesize it. The reactants are: Cl[C:2]1[C:3]2[CH:10]=[CH:9][N:8]([CH2:11][O:12][CH2:13][CH2:14][Si:15]([CH3:18])([CH3:17])[CH3:16])[C:4]=2[N:5]=[CH:6][N:7]=1.C(O)CCC.C(OC([N:29]1[CH:33]=[C:32](B2OC(C)(C)C(C)(C)O2)[CH:31]=[N:30]1)C)C.C(=O)([O-])[O-].[K+].[K+]. (2) Given the product [NH2:9][C:7]([CH:5]1[O:4][N:3]=[C:2]([N:13]2[CH2:12][CH2:11][N:10]([C:16]([O:18][CH2:19][C:20]3[CH:25]=[CH:24][CH:23]=[CH:22][CH:21]=3)=[O:17])[CH2:15][CH2:14]2)[CH2:6]1)=[O:8], predict the reactants needed to synthesize it. The reactants are: Br[C:2]1[CH2:6][CH:5]([C:7]([NH2:9])=[O:8])[O:4][N:3]=1.[N:10]1([C:16]([O:18][CH2:19][C:20]2[CH:25]=[CH:24][CH:23]=[CH:22][CH:21]=2)=[O:17])[CH2:15][CH2:14][NH:13][CH2:12][CH2:11]1.CCN(C(C)C)C(C)C. (3) Given the product [CH2:21]([O:16][C@@H:15]1[CH2:14][O:13][C@@H:12]2[C@H:8]([O:7][C:6]3[CH:17]=[C:2]([F:1])[CH:3]=[CH:4][C:5]=3[N+:18]([O-:20])=[O:19])[CH2:9][O:10][C@H:11]12)[CH3:22], predict the reactants needed to synthesize it. The reactants are: [F:1][C:2]1[CH:3]=[CH:4][C:5]([N+:18]([O-:20])=[O:19])=[C:6]([CH:17]=1)[O:7][C@H:8]1[C@H:12]2[O:13][CH2:14][C@@H:15]([OH:16])[C@H:11]2[O:10][CH2:9]1.[CH2:21](I)[CH3:22].[H-].[Na+].O. (4) The reactants are: [Cl:1][C:2]1[CH:3]=[C:4]([C:16]([NH:18][C@H:19]([C:21]2[CH:29]=[CH:28][C:24]([C:25]([OH:27])=[O:26])=[CH:23][CH:22]=2)[CH3:20])=[O:17])[C:5](OC2C=CC=C(F)C=2)=[N:6][CH:7]=1.[Cl:30][C:31]1[CH:32]=[C:33]([OH:38])[CH:34]=[C:35]([Cl:37])[CH:36]=1. Given the product [Cl:1][C:2]1[CH:3]=[C:4]([C:16]([NH:18][C@H:19]([C:21]2[CH:29]=[CH:28][C:24]([C:25]([OH:27])=[O:26])=[CH:23][CH:22]=2)[CH3:20])=[O:17])[C:5]([O:38][C:33]2[CH:32]=[C:31]([Cl:30])[CH:36]=[C:35]([Cl:37])[CH:34]=2)=[N:6][CH:7]=1, predict the reactants needed to synthesize it. (5) The reactants are: [OH-].[Na+].[C:3]([OH:12])(=[O:11])[CH2:4][CH2:5][CH2:6][CH2:7][C:8]([OH:10])=[O:9].[C:13]([O:16][C:17](=[O:19])[CH3:18])(=[O:15])[CH3:14].CC(OCC1C2C(=CC=CC=2)C(COC(C)=O)=C2C=1C=CC=C2)=O. Given the product [C:3]([OH:12])(=[O:11])[CH2:4][CH2:5][CH2:6][CH2:7][C:8]([OH:10])=[O:9].[C:13]([O:16][C:17](=[O:19])[CH3:18])(=[O:15])[CH3:14], predict the reactants needed to synthesize it. (6) Given the product [F:41][C:16]([F:15])([F:42])[C:17]1[CH:18]=[C:19]([CH:34]=[C:35]([C:37]([F:40])([F:39])[F:38])[CH:36]=1)[CH2:20][NH:21][C:22]([C:24]1([CH2:30][CH:31]2[CH2:33][CH2:32]2)[CH2:25][CH2:26][N:27]([CH2:2][C:3](=[O:4])[C:5]2[CH:6]=[CH:7][C:8]3[O:12][C:11](=[O:13])[NH:10][C:9]=3[CH:14]=2)[CH2:28][CH2:29]1)=[O:23], predict the reactants needed to synthesize it. The reactants are: Cl[CH2:2][C:3]([C:5]1[CH:6]=[CH:7][C:8]2[O:12][C:11](=[O:13])[NH:10][C:9]=2[CH:14]=1)=[O:4].[F:15][C:16]([F:42])([F:41])[C:17]1[CH:18]=[C:19]([CH:34]=[C:35]([C:37]([F:40])([F:39])[F:38])[CH:36]=1)[CH2:20][NH:21][C:22]([C:24]1([CH2:30][CH:31]2[CH2:33][CH2:32]2)[CH2:29][CH2:28][NH:27][CH2:26][CH2:25]1)=[O:23].C(N(CC)C(C)C)(C)C. (7) Given the product [N:11]([C:6]1[CH:5]=[N:4][CH:3]=[C:2]([Cl:1])[C:7]=1[C:8]#[N:9])=[N+:12]=[N-:13], predict the reactants needed to synthesize it. The reactants are: [Cl:1][C:2]1[CH:3]=[N:4][CH:5]=[C:6](Cl)[C:7]=1[C:8]#[N:9].[N-:11]=[N+:12]=[N-:13].[Na+].O.